This data is from Peptide-MHC class II binding affinity with 134,281 pairs from IEDB. The task is: Regression. Given a peptide amino acid sequence and an MHC pseudo amino acid sequence, predict their binding affinity value. This is MHC class II binding data. (1) The binding affinity (normalized) is 0. The MHC is DRB1_0101 with pseudo-sequence DRB1_0101. The peptide sequence is EMPSEEGYQDYEPEA. (2) The peptide sequence is AATGAATAATGGYKV. The MHC is DRB1_1101 with pseudo-sequence DRB1_1101. The binding affinity (normalized) is 0.